Regression. Given two drug SMILES strings and cell line genomic features, predict the synergy score measuring deviation from expected non-interaction effect. From a dataset of Merck oncology drug combination screen with 23,052 pairs across 39 cell lines. (1) Drug 1: COc1cc(C2c3cc4c(cc3C(OC3OC5COC(C)OC5C(O)C3O)C3COC(=O)C23)OCO4)cc(OC)c1O. Drug 2: O=C(O)C1(Cc2cccc(Nc3nccs3)n2)CCC(Oc2cccc(Cl)c2F)CC1. Cell line: HCT116. Synergy scores: synergy=10.7. (2) Drug 1: CN1C(=O)C=CC2(C)C3CCC4(C)C(NC(=O)OCC(F)(F)F)CCC4C3CCC12. Drug 2: CC(=O)OC1C(=O)C2(C)C(O)CC3OCC3(OC(C)=O)C2C(OC(=O)c2ccccc2)C2(O)CC(OC(=O)C(O)C(NC(=O)c3ccccc3)c3ccccc3)C(C)=C1C2(C)C. Cell line: DLD1. Synergy scores: synergy=11.4. (3) Drug 1: CN1C(=O)C=CC2(C)C3CCC4(C)C(NC(=O)OCC(F)(F)F)CCC4C3CCC12. Drug 2: NC1(c2ccc(-c3nc4ccn5c(=O)[nH]nc5c4cc3-c3ccccc3)cc2)CCC1. Cell line: MDAMB436. Synergy scores: synergy=5.39. (4) Drug 1: O=C(O)C1(Cc2cccc(Nc3nccs3)n2)CCC(Oc2cccc(Cl)c2F)CC1. Drug 2: Cn1cc(-c2cnn3c(N)c(Br)c(C4CCCNC4)nc23)cn1. Cell line: EFM192B. Synergy scores: synergy=16.8. (5) Synergy scores: synergy=-2.31. Drug 1: CC(C)CC(NC(=O)C(Cc1ccccc1)NC(=O)c1cnccn1)B(O)O. Drug 2: COC1CC2CCC(C)C(O)(O2)C(=O)C(=O)N2CCCCC2C(=O)OC(C(C)CC2CCC(OP(C)(C)=O)C(OC)C2)CC(=O)C(C)C=C(C)C(O)C(OC)C(=O)C(C)CC(C)C=CC=CC=C1C. Cell line: OV90.